From a dataset of Reaction yield outcomes from USPTO patents with 853,638 reactions. Predict the reaction yield, written as a fraction of the theoretical maximum amount of product (1.0 means a 100% yield; for example, 0.34 means a 34% yield). (1) The reactants are [CH3:1][O:2][C:3](=[O:34])[C:4]1[CH:9]=[CH:8][C:7]([CH2:10][N:11]2[CH:15]=[C:14]([C:16]3[CH:21]=[CH:20][C:19]([Cl:22])=[CH:18][C:17]=3[Cl:23])[N:13]=[C:12]2[C:24]2([C:27]3[CH:32]=[CH:31][C:30]([OH:33])=[CH:29][CH:28]=3)[CH2:26][CH2:25]2)=[CH:6][CH:5]=1.[F:35][C:36]([F:47])([F:46])[C:37]1[CH:38]=[C:39](B(O)O)[CH:40]=[CH:41][CH:42]=1. No catalyst specified. The product is [CH3:1][O:2][C:3](=[O:34])[C:4]1[CH:9]=[CH:8][C:7]([CH2:10][N:11]2[CH:15]=[C:14]([C:16]3[CH:21]=[CH:20][C:19]([Cl:22])=[CH:18][C:17]=3[Cl:23])[N:13]=[C:12]2[C:24]2([C:27]3[CH:28]=[CH:29][C:30]([O:33][C:41]4[CH:40]=[CH:39][CH:38]=[C:37]([C:36]([F:47])([F:46])[F:35])[CH:42]=4)=[CH:31][CH:32]=3)[CH2:25][CH2:26]2)=[CH:6][CH:5]=1. The yield is 0.120. (2) The reactants are C(OC(=O)[NH:7][CH2:8][CH2:9][O:10][C:11]1[CH:16]=[CH:15][C:14]([F:17])=[CH:13][CH:12]=1)(C)(C)C.[ClH:19]. The catalyst is O1CCOCC1. The product is [ClH:19].[F:17][C:14]1[CH:15]=[CH:16][C:11]([O:10][CH2:9][CH2:8][NH2:7])=[CH:12][CH:13]=1. The yield is 0.807. (3) The yield is 0.720. The catalyst is CC(N(C)C)=O. The product is [CH3:3][N:4]([CH3:9])[CH:5]1[CH2:8][N:7]([C:11]2[C:16]([N+:17]([O-:19])=[O:18])=[CH:15][C:14]([NH:20][C:21]3[N:26]=[C:25]([C:27]4[CH:28]=[N:29][N:30]5[CH:35]=[CH:34][CH:33]=[CH:32][C:31]=45)[CH:24]=[CH:23][N:22]=3)=[C:13]([O:36][CH3:37])[CH:12]=2)[CH2:6]1. The reactants are Cl.Cl.[CH3:3][N:4]([CH3:9])[CH:5]1[CH2:8][NH:7][CH2:6]1.F[C:11]1[C:16]([N+:17]([O-:19])=[O:18])=[CH:15][C:14]([NH:20][C:21]2[N:26]=[C:25]([C:27]3[CH:28]=[N:29][N:30]4[CH:35]=[CH:34][CH:33]=[CH:32][C:31]=34)[CH:24]=[CH:23][N:22]=2)=[C:13]([O:36][CH3:37])[CH:12]=1.CCN(C(C)C)C(C)C.